This data is from Forward reaction prediction with 1.9M reactions from USPTO patents (1976-2016). The task is: Predict the product of the given reaction. (1) Given the reactants Br[C:2]1[C:25]([F:26])=[CH:24][C:5]2[O:6][C:7]([C:16]3[CH:21]=[CH:20][C:19]([Cl:22])=[CH:18][C:17]=3[Cl:23])([C:9]3[CH:14]=[CH:13][CH:12]=[CH:11][C:10]=3[F:15])[O:8][C:4]=2[CH:3]=1.C([Li])CCC.[N:32]1([C:38](Cl)=[O:39])[CH2:37][CH2:36][O:35][CH2:34][CH2:33]1.C(=O)(O)[O-].[Na+], predict the reaction product. The product is: [Cl:23][C:17]1[CH:18]=[C:19]([Cl:22])[CH:20]=[CH:21][C:16]=1[C:7]1([C:9]2[CH:14]=[CH:13][CH:12]=[CH:11][C:10]=2[F:15])[O:6][C:5]2[CH:24]=[C:25]([F:26])[C:2]([C:38]([N:32]3[CH2:37][CH2:36][O:35][CH2:34][CH2:33]3)=[O:39])=[CH:3][C:4]=2[O:8]1. (2) Given the reactants [OH:1][CH2:2][C:3]1[C:4]([C:18](OCC)=[O:19])=[N:5][O:6][C:7]=1[C:8]1[CH:13]=[CH:12][C:11]([C:14]([F:17])([F:16])[F:15])=[CH:10][CH:9]=1.C(N(CC)CC)C.[NH2:30][C@@H:31]1[CH2:36][CH2:35][CH2:34][C@H:33]([OH:37])[CH2:32]1, predict the reaction product. The product is: [OH:37][C@H:33]1[CH2:34][CH2:35][CH2:36][C@@H:31]([NH:30][C:18]([C:4]2[C:3]([CH2:2][OH:1])=[C:7]([C:8]3[CH:13]=[CH:12][C:11]([C:14]([F:17])([F:16])[F:15])=[CH:10][CH:9]=3)[O:6][N:5]=2)=[O:19])[CH2:32]1. (3) Given the reactants [NH2:1][C:2]1[C:7]([F:8])=[C:6](Cl)[N:5]=[C:4]([C:10]([O:12][CH3:13])=[O:11])[C:3]=1[O:14][CH3:15].[CH:16]1([C:19]2[N:24]=[CH:23][C:22](B(O)O)=[CH:21][CH:20]=2)[CH2:18][CH2:17]1.[F-].[Cs+].C(#N)C, predict the reaction product. The product is: [NH2:1][C:2]1[C:3]([O:14][CH3:15])=[C:4]([C:10]([O:12][CH3:13])=[O:11])[N:5]=[C:6]([C:22]2[CH:23]=[N:24][C:19]([CH:16]3[CH2:18][CH2:17]3)=[CH:20][CH:21]=2)[C:7]=1[F:8]. (4) Given the reactants [Cl:1][C:2]1[CH:3]=[CH:4][C:5]([C:39]#[N:40])=[C:6]([C:8]2[C:13]([O:14][CH3:15])=[CH:12][N:11]([CH:16]([CH2:31][CH:32]3[CH2:37][CH2:36][O:35][CH2:34][CH2:33]3)[C:17]([NH:19][C:20]3[CH:30]=[CH:29][CH:28]=[CH:27][C:21]=3C(OCC)=O)=[O:18])[C:10](=[O:38])[CH:9]=2)[CH:7]=1.[C:41](=[O:44])([O-])[O-:42].[Cs+].[Cs+], predict the reaction product. The product is: [Cl:1][C:2]1[CH:3]=[CH:4][C:5]([C:39]#[N:40])=[C:6]([C:8]2[C:13]([O:14][CH3:15])=[CH:12][N:11]([CH:16]([CH2:31][CH:32]3[CH2:37][CH2:36][O:35][CH2:34][CH2:33]3)[C:17]([NH:19][C:20]3[CH:30]=[CH:29][C:28]([C:41]([OH:42])=[O:44])=[CH:27][CH:21]=3)=[O:18])[C:10](=[O:38])[CH:9]=2)[CH:7]=1. (5) Given the reactants COC(C1C=C(NS(C2C=CC(C)=CC=2)(=O)=O)C2C(=C(OCC3C=CC=CC=3)C=CC=2)N=1)=O.[CH3:34][O:35][C:36]([C:38]1[CH:47]=[C:46]([O:48]CC2C=CC=CC=2)[C:45]2[C:40](=[C:41]([N+:58]([O-])=O)[CH:42]=[C:43]([C:56]#[N:57])[CH:44]=2)[N:39]=1)=[O:37], predict the reaction product. The product is: [CH3:34][O:35][C:36]([C:38]1[CH:47]=[C:46]([OH:48])[C:45]2[C:40](=[C:41]([NH2:58])[CH:42]=[C:43]([C:56]#[N:57])[CH:44]=2)[N:39]=1)=[O:37]. (6) Given the reactants Cl[C:2]1[N:7]=[N:6][CH:5]=[C:4]([C:8]2[CH:9]=[CH:10][C:11]([F:22])=[C:12]([C:14]3[C:15]([C:20]#[N:21])=[CH:16][CH:17]=[CH:18][CH:19]=3)[CH:13]=2)[CH:3]=1.[F:23][C:24]1[CH:25]=[N:26][CH:27]=[C:28]([F:34])[C:29]=1[Sn](C)(C)C, predict the reaction product. The product is: [F:23][C:24]1[CH:25]=[N:26][CH:27]=[C:28]([F:34])[C:29]=1[C:2]1[N:7]=[N:6][CH:5]=[C:4]([C:8]2[CH:9]=[CH:10][C:11]([F:22])=[C:12]([C:14]3[C:15]([C:20]#[N:21])=[CH:16][CH:17]=[CH:18][CH:19]=3)[CH:13]=2)[CH:3]=1.